This data is from Full USPTO retrosynthesis dataset with 1.9M reactions from patents (1976-2016). The task is: Predict the reactants needed to synthesize the given product. (1) Given the product [C:33]1([S:44]([CH2:8][CH2:9][C@@H:10]2[CH2:15][N:14]([C:16]([O:18][CH2:19][C:20]3[CH:25]=[CH:24][CH:23]=[CH:22][CH:21]=3)=[O:17])[CH2:13][CH2:12][N:11]2[C:26]([O:28][C:29]([CH3:30])([CH3:32])[CH3:31])=[O:27])(=[O:47])=[O:45])[CH:38]=[CH:37][CH:36]=[CH:35][CH:34]=1, predict the reactants needed to synthesize it. The reactants are: C1(S[CH2:8][CH2:9][C@@H:10]2[CH2:15][N:14]([C:16]([O:18][CH2:19][C:20]3[CH:25]=[CH:24][CH:23]=[CH:22][CH:21]=3)=[O:17])[CH2:13][CH2:12][N:11]2[C:26]([O:28][C:29]([CH3:32])([CH3:31])[CH3:30])=[O:27])C=CC=CC=1.[CH:33]1[CH:38]=[C:37](Cl)[CH:36]=[C:35](C(OO)=O)[CH:34]=1.[S:44]([O-:47])(O)=[O:45].[Na+]. (2) Given the product [C:21]([CH:3]1[CH:4]([C:8]2[CH:9]=[CH:10][CH:11]=[CH:12][CH:13]=2)[NH:5][CH2:6][CH2:7][N:2]1[CH3:1])(=[O:25])[CH2:22][CH2:23][CH3:24], predict the reactants needed to synthesize it. The reactants are: [CH3:1][N:2]1[CH2:7][CH2:6][NH:5][CH:4]([C:8]2[CH:13]=[CH:12][CH:11]=[CH:10][CH:9]=2)[CH2:3]1.C(N(CC)CC)C.[C:21](Cl)(=[O:25])[CH2:22][CH2:23][CH3:24]. (3) Given the product [CH3:27][S:24]([CH2:23][C:4]1[CH:3]=[C:2]([C:31]2[CH:32]=[CH:33][N:28]=[CH:29][CH:30]=2)[CH:7]=[CH:6][C:5]=1[NH:8][S:9]([C:12]1[S:16][C:15]2[CH:17]=[CH:18][C:19]([F:21])=[CH:20][C:14]=2[C:13]=1[CH3:22])(=[O:11])=[O:10])(=[O:26])=[O:25], predict the reactants needed to synthesize it. The reactants are: Br[C:2]1[CH:7]=[CH:6][C:5]([NH:8][S:9]([C:12]2[S:16][C:15]3[CH:17]=[CH:18][C:19]([F:21])=[CH:20][C:14]=3[C:13]=2[CH3:22])(=[O:11])=[O:10])=[C:4]([CH2:23][S:24]([CH3:27])(=[O:26])=[O:25])[CH:3]=1.[N:28]1[CH:33]=[CH:32][C:31](B(O)O)=[CH:30][CH:29]=1. (4) Given the product [Br:12][CH:9]([CH3:10])[C:8]([C:4]1[CH:5]=[CH:6][CH:7]=[C:2]([CH3:1])[CH:3]=1)=[O:11], predict the reactants needed to synthesize it. The reactants are: [CH3:1][C:2]1[CH:3]=[C:4]([C:8](=[O:11])[CH2:9][CH3:10])[CH:5]=[CH:6][CH:7]=1.[Br:12]Br. (5) Given the product [CH:1]([S:4]([C:7]1[CH:12]=[CH:11][C:10]([C:13]2[N:14]=[C:15]([CH:20]3[O:22][N:23]=[C:24]([C:25]4[CH:30]=[CH:29][CH:28]=[CH:27][CH:26]=4)[CH2:21]3)[C:16]([NH2:19])=[N:17][CH:18]=2)=[CH:9][CH:8]=1)(=[O:5])=[O:6])([CH3:3])[CH3:2], predict the reactants needed to synthesize it. The reactants are: [CH:1]([S:4]([C:7]1[CH:12]=[CH:11][C:10]([C:13]2[N:14]=[C:15]([CH:20]=[CH2:21])[C:16]([NH2:19])=[N:17][CH:18]=2)=[CH:9][CH:8]=1)(=[O:6])=[O:5])([CH3:3])[CH3:2].[OH:22]/[N:23]=[C:24](\Cl)/[C:25]1[CH:30]=[CH:29][CH:28]=[CH:27][CH:26]=1. (6) Given the product [C:1]([O:5][C:6]([N:8]1[CH2:13][CH2:12][CH:11]([C:14]2[C:19]([NH2:20])=[CH:18][C:17]([Cl:21])=[C:16]([CH:26]3[CH2:27][CH2:28]3)[N:15]=2)[CH2:10][CH2:9]1)=[O:7])([CH3:4])([CH3:3])[CH3:2], predict the reactants needed to synthesize it. The reactants are: [C:1]([O:5][C:6]([N:8]1[CH2:13][CH2:12][CH:11]([C:14]2[C:19]([NH2:20])=[CH:18][C:17]([Cl:21])=[C:16](Br)[N:15]=2)[CH2:10][CH2:9]1)=[O:7])([CH3:4])([CH3:3])[CH3:2].BrN1[C:28](=O)[CH2:27][CH2:26]C1=O.C1(B(O)O)CC1.C(=O)([O-])[O-].[K+].[K+]. (7) Given the product [C:1]([O:5][C:6]([N:8]1[CH:13]2[CH2:14][CH2:15][CH:9]1[CH:10]=[C:11]([O:16][S:34]([C:37]([F:40])([F:39])[F:38])(=[O:36])=[O:35])[CH2:12]2)=[O:7])([CH3:4])([CH3:2])[CH3:3], predict the reactants needed to synthesize it. The reactants are: [C:1]([O:5][C:6]([N:8]1[CH:13]2[CH2:14][CH2:15][CH:9]1[CH2:10][C:11](=[O:16])[CH2:12]2)=[O:7])([CH3:4])([CH3:3])[CH3:2].C[Si]([N-][Si](C)(C)C)(C)C.[Li+].C1C=CC(N([S:34]([C:37]([F:40])([F:39])[F:38])(=[O:36])=[O:35])[S:34]([C:37]([F:40])([F:39])[F:38])(=[O:36])=[O:35])=CC=1.